From a dataset of Reaction yield outcomes from USPTO patents with 853,638 reactions. Predict the reaction yield, written as a fraction of the theoretical maximum amount of product (1.0 means a 100% yield; for example, 0.34 means a 34% yield). (1) The reactants are [H-].[Al+3].[Li+].[H-].[H-].[H-].[Cl:7][C:8]1[CH:13]=[CH:12][C:11]([C:14]2[S:15][C:16]([C:20](O)=[O:21])=[C:17]([CH3:19])[N:18]=2)=[C:10]([O:23][CH3:24])[CH:9]=1.C(OCC)(=O)C. The catalyst is O1CCCC1.C(=O)(O)[O-].[Na+]. The product is [Cl:7][C:8]1[CH:13]=[CH:12][C:11]([C:14]2[S:15][C:16]([CH2:20][OH:21])=[C:17]([CH3:19])[N:18]=2)=[C:10]([O:23][CH3:24])[CH:9]=1. The yield is 0.430. (2) The reactants are [F-].C([N+](CCCC)(CCCC)CCCC)CCC.[F:19][C:20]1[CH:21]=[C:22]([CH:25]=[CH:26][C:27]=1[F:28])[CH:23]=[O:24].[F:29][C:30]([Si](C)(C)C)([F:32])[F:31].Cl. The catalyst is C1COCC1. The product is [F:19][C:20]1[CH:21]=[C:22]([CH:23]([OH:24])[C:30]([F:32])([F:31])[F:29])[CH:25]=[CH:26][C:27]=1[F:28]. The yield is 0.900. (3) The reactants are FC(F)(F)C(O)=O.[CH2:8]([O:15][C:16]([NH:18][CH2:19][CH2:20][CH2:21][C@@H:22]([NH:67]C(OC(C)(C)C)=O)[C:23]([O:25][C@H:26]1[C@@H:30]([OH:31])[C@H:29]([N:32]2[CH:40]=[N:39][C:38]3[C:33]2=[N:34][CH:35]=[N:36][C:37]=3[NH2:41])[O:28][C@H:27]1[CH2:42][O:43][P:44]([O:47][C@H:48]1[CH2:52][C@H:51]([N:53]2[CH:58]=[CH:57][C:56]([NH2:59])=[N:55][C:54]2=[O:60])[O:50][C@@H:49]1[CH2:61][O:62][P:63]([OH:66])([OH:65])=[O:64])([OH:46])=[O:45])=[O:24])=[O:17])[C:9]1[CH:14]=[CH:13][CH:12]=[CH:11][CH:10]=1. The catalyst is ClCCl. The product is [NH2:67][C@H:22]([CH2:21][CH2:20][CH2:19][NH:18][C:16]([O:15][CH2:8][C:9]1[CH:10]=[CH:11][CH:12]=[CH:13][CH:14]=1)=[O:17])[C:23]([O:25][C@H:26]1[C@@H:30]([OH:31])[C@H:29]([N:32]2[CH:40]=[N:39][C:38]3[C:33]2=[N:34][CH:35]=[N:36][C:37]=3[NH2:41])[O:28][C@H:27]1[CH2:42][O:43][P:44]([O:47][C@H:48]1[CH2:52][C@H:51]([N:53]2[CH:58]=[CH:57][C:56]([NH2:59])=[N:55][C:54]2=[O:60])[O:50][C@@H:49]1[CH2:61][O:62][P:63]([OH:66])([OH:65])=[O:64])([OH:46])=[O:45])=[O:24]. The yield is 0.910. (4) The reactants are [CH3:1][O:2][C:3]1[CH:4]=[C:5]([NH:11][C:12]2[N:17]=[C:16]([NH:18][CH2:19][CH:20]3[CH2:25][CH2:24][NH:23][CH2:22][CH2:21]3)[N:15]3[CH:26]=[CH:27][N:28]=[C:14]3[C:13]=2[C:29]([NH2:31])=[O:30])[CH:6]=[C:7]([O:9][CH3:10])[CH:8]=1.[C:32]([CH2:34][C:35](O)=[O:36])#[N:33].CN(C(ON1N=NC2C=CC=NC1=2)=[N+](C)C)C.F[P-](F)(F)(F)(F)F.CCN(C(C)C)C(C)C. The catalyst is C(Cl)Cl.CCOC(C)=O. The product is [C:32]([CH2:34][C:35]([N:23]1[CH2:22][CH2:21][CH:20]([CH2:19][NH:18][C:16]2[N:15]3[CH:26]=[CH:27][N:28]=[C:14]3[C:13]([C:29]([NH2:31])=[O:30])=[C:12]([NH:11][C:5]3[CH:6]=[C:7]([O:9][CH3:10])[CH:8]=[C:3]([O:2][CH3:1])[CH:4]=3)[N:17]=2)[CH2:25][CH2:24]1)=[O:36])#[N:33]. The yield is 0.600. (5) The reactants are [S:1]1[C:9]2[C:4](=[N:5][CH:6]=[CH:7][CH:8]=2)[N:3]=[C:2]1[O:10][C:11]1[CH:19]=[C:18]2[C:14]([CH:15]=[C:16]([CH:20]=O)[NH:17]2)=[CH:13][CH:12]=1.[NH:22]1[CH2:27][CH2:26][CH2:25][CH2:24][CH2:23]1.[BH-](OC(C)=O)(OC(C)=O)OC(C)=O.[Na+]. The catalyst is C(Cl)Cl. The product is [N:22]1([CH2:20][C:16]2[NH:17][C:18]3[C:14]([CH:15]=2)=[CH:13][CH:12]=[C:11]([O:10][C:2]2[S:1][C:9]4[C:4]([N:3]=2)=[N:5][CH:6]=[CH:7][CH:8]=4)[CH:19]=3)[CH2:27][CH2:26][CH2:25][CH2:24][CH2:23]1. The yield is 0.130. (6) The reactants are [Br:1][C:2]1[CH:3]=[C:4]([NH:10][C:11]2[N:16]=[CH:15][C:14]([O:17][CH:18]3[CH2:21][N:20](C(OC(C)(C)C)=O)[CH2:19]3)=[CH:13][CH:12]=2)[C:5](=[O:9])[N:6]([CH3:8])[CH:7]=1.[ClH:29].O1CCOCC1. The catalyst is CO. The product is [ClH:29].[NH:20]1[CH2:21][CH:18]([O:17][C:14]2[CH:13]=[CH:12][C:11]([NH:10][C:4]3[C:5](=[O:9])[N:6]([CH3:8])[CH:7]=[C:2]([Br:1])[CH:3]=3)=[N:16][CH:15]=2)[CH2:19]1. The yield is 0.990. (7) The reactants are [C:1]([O:5][C:6]([N:8]1[CH2:13][CH2:12][CH:11]([C:14]([OH:16])=[O:15])[CH2:10][CH2:9]1)=[O:7])([CH3:4])([CH3:3])[CH3:2].[C:17](=O)([O-])[O-].[K+].[K+].IC. The catalyst is CN(C=O)C. The product is [N:8]1([C:6]([O:5][C:1]([CH3:4])([CH3:2])[CH3:3])=[O:7])[CH2:13][CH2:12][CH:11]([C:14]([O:16][CH3:17])=[O:15])[CH2:10][CH2:9]1. The yield is 1.06.